From a dataset of Catalyst prediction with 721,799 reactions and 888 catalyst types from USPTO. Predict which catalyst facilitates the given reaction. (1) Reactant: [F:1][C:2]([F:23])([F:22])[CH2:3][NH:4][CH2:5][C@@H:6]([NH:14][C:15](=[O:21])[O:16][C:17]([CH3:20])([CH3:19])[CH3:18])[CH2:7][CH:8]1[CH2:13][CH2:12][CH2:11][CH2:10][CH2:9]1.CCN(CC)CC.[C:31](Cl)([O:33][CH2:34][C:35]1[CH:40]=[CH:39][CH:38]=[CH:37][CH:36]=1)=[O:32].O. Product: [C:17]([O:16][C:15]([NH:14][C@@H:6]([CH2:7][CH:8]1[CH2:13][CH2:12][CH2:11][CH2:10][CH2:9]1)[CH2:5][N:4]([CH2:3][C:2]([F:22])([F:23])[F:1])[C:31](=[O:32])[O:33][CH2:34][C:35]1[CH:40]=[CH:39][CH:38]=[CH:37][CH:36]=1)=[O:21])([CH3:20])([CH3:18])[CH3:19]. The catalyst class is: 2. (2) Reactant: [C:1]12([C:7]3[O:11][N:10]=[C:9]([CH3:12])[N:8]=3)[CH2:6][CH:5]1[CH2:4][NH:3][CH2:2]2.C(=O)(O)[O-].[Na+].[Cl-].[Na+].C(O)(=O)[C@H]([C@@H](C(O)=O)O)O. Product: [C@@:1]12([C:7]3[O:11][N:10]=[C:9]([CH3:12])[N:8]=3)[CH2:6][C@@H:5]1[CH2:4][NH:3][CH2:2]2. The catalyst class is: 72. (3) The catalyst class is: 37. Reactant: [CH3:1][NH:2][C:3](=[O:23])[C:4]1[CH:9]=[C:8]([O:10][C:11]2[CH:22]=[CH:21][C:14]3[N:15]=[C:16](S(C)=O)[O:17][C:13]=3[CH:12]=2)[CH:7]=[CH:6][N:5]=1.Cl.[NH2:25][C@@H:26]1[CH2:31][CH2:30][CH2:29][CH2:28][C@H:27]1[OH:32].CCN(C(C)C)C(C)C. Product: [OH:32][C@@H:27]1[CH2:28][CH2:29][CH2:30][CH2:31][C@H:26]1[NH:25][C:16]1[O:17][C:13]2[CH:12]=[C:11]([O:10][C:8]3[CH:7]=[CH:6][N:5]=[C:4]([C:3]([NH:2][CH3:1])=[O:23])[CH:9]=3)[CH:22]=[CH:21][C:14]=2[N:15]=1. (4) Reactant: [H-].[Na+].[NH:3]1[C:11]2[C:6](=[CH:7][CH:8]=[CH:9][CH:10]=2)[C:5]2([C:23]3[C:14](=[CH:15][C:16]4[O:21][CH2:20][CH2:19][O:18][C:17]=4[CH:22]=3)[O:13][CH2:12]2)[C:4]1=[O:24].Cl[C:26]([O:28][CH2:29][CH3:30])=[O:27]. Product: [O:24]=[C:4]1[C:5]2([C:23]3[C:14](=[CH:15][C:16]4[O:21][CH2:20][CH2:19][O:18][C:17]=4[CH:22]=3)[O:13][CH2:12]2)[C:6]2[C:11](=[CH:10][CH:9]=[CH:8][CH:7]=2)[N:3]1[C:26]([O:28][CH2:29][CH3:30])=[O:27]. The catalyst class is: 9.